The task is: Predict the product of the given reaction.. This data is from Forward reaction prediction with 1.9M reactions from USPTO patents (1976-2016). Given the reactants [F:1][C:2]1[CH:7]=[CH:6][C:5]([NH:8][C:9](=[O:15])[O:10][C:11]([CH3:14])([CH3:13])[CH3:12])=[CH:4][CH:3]=1.C([Li])(CC)C.[CH3:21][C:22]1[C:35]([O:36][CH3:37])=[CH:34][CH:33]=[CH:32][C:23]=1[C:24](N1CCOCC1)=[O:25].[Cl-].[NH4+], predict the reaction product. The product is: [F:1][C:2]1[CH:3]=[CH:4][C:5]([NH:8][C:9](=[O:15])[O:10][C:11]([CH3:12])([CH3:14])[CH3:13])=[C:6]([C:24](=[O:25])[C:23]2[CH:32]=[CH:33][CH:34]=[C:35]([O:36][CH3:37])[C:22]=2[CH3:21])[CH:7]=1.